From a dataset of Catalyst prediction with 721,799 reactions and 888 catalyst types from USPTO. Predict which catalyst facilitates the given reaction. Reactant: [Cl:1][C:2]1[CH:7]=[CH:6][C:5]([C:8](=[O:10])[CH3:9])=[C:4]([F:11])[CH:3]=1.CO.S(Cl)([Cl:17])(=O)=O.C(=O)(O)[O-].[Na+]. Product: [Cl:17][CH2:9][C:8]([C:5]1[CH:6]=[CH:7][C:2]([Cl:1])=[CH:3][C:4]=1[F:11])=[O:10]. The catalyst class is: 194.